Dataset: Reaction yield outcomes from USPTO patents with 853,638 reactions. Task: Predict the reaction yield, written as a fraction of the theoretical maximum amount of product (1.0 means a 100% yield; for example, 0.34 means a 34% yield). The reactants are [Cl:18][C:15]1[CH:16]=[CH:17][C:11]([S:10][S:10][C:11]2[CH:17]=[CH:16][C:15]([Cl:18])=[CH:14][C:12]=2[NH2:13])=[C:12]([CH:14]=1)[NH2:13].[C:19]([O:23][CH3:24])(=[O:22])[CH:20]=[CH2:21].C([O-])([O-])=O.[K+].[K+].O.O.OCS([O-])=O.[Na+]. The catalyst is CN(C=O)C.O. The product is [NH2:13][C:12]1[CH:14]=[C:15]([Cl:18])[CH:16]=[CH:17][C:11]=1[S:10][CH2:21][CH2:20][C:19]([O:23][CH3:24])=[O:22]. The yield is 0.760.